This data is from NCI-60 drug combinations with 297,098 pairs across 59 cell lines. The task is: Regression. Given two drug SMILES strings and cell line genomic features, predict the synergy score measuring deviation from expected non-interaction effect. (1) Drug 1: CC1=C(C=C(C=C1)NC2=NC=CC(=N2)N(C)C3=CC4=NN(C(=C4C=C3)C)C)S(=O)(=O)N.Cl. Drug 2: CN(CCCl)CCCl.Cl. Cell line: K-562. Synergy scores: CSS=31.7, Synergy_ZIP=-2.50, Synergy_Bliss=0.510, Synergy_Loewe=0.727, Synergy_HSA=0.530. (2) Drug 1: CCC1(CC2CC(C3=C(CCN(C2)C1)C4=CC=CC=C4N3)(C5=C(C=C6C(=C5)C78CCN9C7C(C=CC9)(C(C(C8N6C)(C(=O)OC)O)OC(=O)C)CC)OC)C(=O)OC)O. Drug 2: C1=CC(=C(C=C1I)F)NC2=C(C=CC(=C2F)F)C(=O)NOCC(CO)O. Cell line: NCI-H460. Synergy scores: CSS=50.0, Synergy_ZIP=-3.06, Synergy_Bliss=-2.10, Synergy_Loewe=-2.32, Synergy_HSA=2.62.